From a dataset of Full USPTO retrosynthesis dataset with 1.9M reactions from patents (1976-2016). Predict the reactants needed to synthesize the given product. (1) Given the product [CH3:24][S:21]([C:18]1[CH:19]=[CH:20][C:15]([NH:14][C:4]2[CH:3]=[C:2]([C:31]3[CH:30]=[CH:29][C:28]([O:27][C:26]([F:25])([F:37])[F:38])=[CH:33][CH:32]=3)[N:7]=[C:6]([C:8]3[CH:13]=[CH:12][CH:11]=[CH:10][CH:9]=3)[N:5]=2)=[CH:16][CH:17]=1)(=[O:23])=[O:22], predict the reactants needed to synthesize it. The reactants are: Cl[C:2]1[N:7]=[C:6]([C:8]2[CH:13]=[CH:12][CH:11]=[CH:10][CH:9]=2)[N:5]=[C:4]([NH:14][C:15]2[CH:20]=[CH:19][C:18]([S:21]([CH3:24])(=[O:23])=[O:22])=[CH:17][CH:16]=2)[CH:3]=1.[F:25][C:26]([F:38])([F:37])[O:27][C:28]1[CH:33]=[CH:32][C:31](B(O)O)=[CH:30][CH:29]=1.C(=O)([O-])[O-].[Na+].[Na+]. (2) Given the product [F:1][C:2]1[CH:3]=[C:4]([NH:5][C:27](=[O:33])[C:28]([O:30][CH2:31][CH3:32])=[O:29])[CH:6]=[CH:7][C:8]=1[O:9][C:10]1[CH:15]=[CH:14][N:13]=[C:12]2[CH:16]=[CH:17][S:18][C:11]=12, predict the reactants needed to synthesize it. The reactants are: [F:1][C:2]1[CH:3]=[C:4]([CH:6]=[CH:7][C:8]=1[O:9][C:10]1[CH:15]=[CH:14][N:13]=[C:12]2[CH:16]=[CH:17][S:18][C:11]=12)[NH2:5].C(N(CC)CC)C.Cl[C:27](=[O:33])[C:28]([O:30][CH2:31][CH3:32])=[O:29]. (3) Given the product [CH3:14][C:13]1[N:9]([CH2:8][C:6]2[CH:5]=[CH:4][N:3]=[C:2]([N:38]3[CH2:39][CH2:40][CH:35]([S:32]([CH3:31])(=[O:34])=[O:33])[CH2:36][CH2:37]3)[CH:7]=2)[N:10]=[C:11]([C:15]2[CH:19]=[C:18]([C:20]3[CH:25]=[CH:24][C:23]([O:26][C:27]([F:30])([F:29])[F:28])=[CH:22][CH:21]=3)[O:17][N:16]=2)[N:12]=1, predict the reactants needed to synthesize it. The reactants are: Cl[C:2]1[CH:7]=[C:6]([CH2:8][N:9]2[C:13]([CH3:14])=[N:12][C:11]([C:15]3[CH:19]=[C:18]([C:20]4[CH:25]=[CH:24][C:23]([O:26][C:27]([F:30])([F:29])[F:28])=[CH:22][CH:21]=4)[O:17][N:16]=3)=[N:10]2)[CH:5]=[CH:4][N:3]=1.[CH3:31][S:32]([CH:35]1[CH2:40][CH2:39][NH:38][CH2:37][CH2:36]1)(=[O:34])=[O:33]. (4) Given the product [CH3:23][N:6]1[CH2:5][CH2:4][N:3]([C@@H:7]2[CH2:12][CH2:11][CH2:10][N:9]([C:13]([O:15][C:16]([CH3:19])([CH3:18])[CH3:17])=[O:14])[CH2:8]2)[C:2]1=[O:1], predict the reactants needed to synthesize it. The reactants are: [O:1]=[C:2]1[NH:6][CH2:5][CH2:4][N:3]1[C@@H:7]1[CH2:12][CH2:11][CH2:10][N:9]([C:13]([O:15][C:16]([CH3:19])([CH3:18])[CH3:17])=[O:14])[CH2:8]1.[H-].[Na+].I[CH3:23]. (5) Given the product [C:23]([C:4]1[C:5]([O:21][CH3:22])=[C:6]([CH:20]=[C:2]([C:9]2[C:27](=[O:30])[NH:15][CH:12]=[CH:11][CH:10]=2)[CH:3]=1)[CH2:7][O:8][C:9]1[CH:14]=[CH:13][C:12]([NH:15][S:16]([CH3:19])(=[O:18])=[O:17])=[CH:11][CH:10]=1)([CH3:26])([CH3:25])[CH3:24], predict the reactants needed to synthesize it. The reactants are: Br[C:2]1[CH:3]=[C:4]([C:23]([CH3:26])([CH3:25])[CH3:24])[C:5]([O:21][CH3:22])=[C:6]([CH:20]=1)[CH2:7][O:8][C:9]1[CH:14]=[CH:13][C:12]([NH:15][S:16]([CH3:19])(=[O:18])=[O:17])=[CH:11][CH:10]=1.[C:27]([O-:30])([O-])=O.[Na+].[Na+]. (6) Given the product [NH2:14][C:15]([NH:17][C:18]1[NH:19][C:20]([C:26]2[CH:31]=[CH:30][CH:29]=[CH:28][C:27]=2[O:32][C:12]([NH:11][CH2:8][CH2:9][CH3:10])=[O:13])=[CH:21][C:22]=1[C:23]([NH2:25])=[O:24])=[O:16], predict the reactants needed to synthesize it. The reactants are: C(N(CC)CC)C.[CH2:8]([N:11]=[C:12]=[O:13])[CH2:9][CH3:10].[NH2:14][C:15]([NH:17][C:18]1[NH:19][C:20]([C:26]2[CH:31]=[CH:30][CH:29]=[CH:28][C:27]=2[OH:32])=[CH:21][C:22]=1[C:23]([NH2:25])=[O:24])=[O:16]. (7) Given the product [C:2]1([CH3:12])[CH:3]=[CH:4][C:5]([S:8](=[S:11])([O:10][CH2:18][CH2:17][CH2:16][C:15]([O:22][CH3:23])([O:20][CH3:21])[O:14][CH3:13])=[O:9])=[CH:6][CH:7]=1, predict the reactants needed to synthesize it. The reactants are: [K+].[C:2]1([CH3:12])[CH:7]=[CH:6][C:5]([S:8](=[S:11])([O-:10])=[O:9])=[CH:4][CH:3]=1.[CH3:13][O:14][C:15]([O:22][CH3:23])([O:20][CH3:21])[CH2:16][CH2:17][CH2:18]Br.C1OCCOCCOCCOCCOCCOC1.C(=O)(O)[O-].[Na+].